This data is from Forward reaction prediction with 1.9M reactions from USPTO patents (1976-2016). The task is: Predict the product of the given reaction. (1) The product is: [C:1]([O:5][C:6]([N:8]1[CH2:13][CH2:12][CH:11]([N:14]([C:15]2[CH:20]=[CH:19][C:18]([O:21][CH2:22][CH2:23][CH2:24][CH3:25])=[CH:17][CH:16]=2)[CH2:27][C:28]2[CH:33]=[CH:32][N:31]=[C:30]([C:34]3[CH:39]=[C:38]([O:40][CH3:41])[C:37]([O:42][CH3:43])=[C:36]([O:44][CH3:45])[CH:35]=3)[CH:29]=2)[CH2:10][CH2:9]1)=[O:7])([CH3:4])([CH3:3])[CH3:2]. Given the reactants [C:1]([O:5][C:6]([N:8]1[CH2:13][CH2:12][CH:11]([NH:14][C:15]2[CH:20]=[CH:19][C:18]([O:21][CH2:22][CH2:23][CH2:24][CH3:25])=[CH:17][CH:16]=2)[CH2:10][CH2:9]1)=[O:7])([CH3:4])([CH3:3])[CH3:2].Cl[CH2:27][C:28]1[CH:33]=[CH:32][N:31]=[C:30]([C:34]2[CH:39]=[C:38]([O:40][CH3:41])[C:37]([O:42][CH3:43])=[C:36]([O:44][CH3:45])[CH:35]=2)[CH:29]=1, predict the reaction product. (2) Given the reactants Br[C:2]1[CH:7]=[CH:6][C:5]([N:8]2[CH:12]([C:13]3[CH:18]=[CH:17][C:16]([N+:19]([O-:21])=[O:20])=[CH:15][CH:14]=3)[CH2:11][CH2:10][CH:9]2[C:22]2[CH:27]=[CH:26][C:25]([N+:28]([O-:30])=[O:29])=[CH:24][CH:23]=2)=[CH:4][CH:3]=1.[CH3:31][N:32]([CH3:42])[C:33]1[N:38]=[CH:37][C:36](B(O)O)=[CH:35][CH:34]=1.P([O-])([O-])([O-])=O.[K+].[K+].[K+].C1COCC1, predict the reaction product. The product is: [N+:19]([C:16]1[CH:15]=[CH:14][C:13]([CH:12]2[CH2:11][CH2:10][CH:9]([C:22]3[CH:23]=[CH:24][C:25]([N+:28]([O-:30])=[O:29])=[CH:26][CH:27]=3)[N:8]2[C:5]2[CH:6]=[CH:7][C:2]([C:36]3[CH:35]=[CH:34][C:33]([N:32]([CH3:42])[CH3:31])=[N:38][CH:37]=3)=[CH:3][CH:4]=2)=[CH:18][CH:17]=1)([O-:21])=[O:20]. (3) Given the reactants [Li+].[C-:2]#[C:3][C:4]1[CH:9]=[CH:8][CH:7]=[CH:6][CH:5]=1.[Cl:10][C:11]1[CH:16]=[CH:15][CH:14]=[CH:13][C:12]=1[C:17]1([CH2:22][C:23](=[O:39])[C:24]([NH:26][C:27]2[CH:28]=[CH:29][C:30]3[C:35](=[O:36])[O:34][N:33]=[C:32]([CH3:37])[C:31]=3[CH:38]=2)=[O:25])[CH2:21][CH2:20][CH2:19][CH2:18]1, predict the reaction product. The product is: [Cl:10][C:11]1[CH:16]=[CH:15][CH:14]=[CH:13][C:12]=1[C:17]1([CH2:22][C:23]([OH:39])([C:2]#[C:3][C:4]2[CH:9]=[CH:8][CH:7]=[CH:6][CH:5]=2)[C:24]([NH:26][C:27]2[CH:28]=[CH:29][C:30]3[C:35](=[O:36])[O:34][N:33]=[C:32]([CH3:37])[C:31]=3[CH:38]=2)=[O:25])[CH2:21][CH2:20][CH2:19][CH2:18]1.